This data is from Catalyst prediction with 721,799 reactions and 888 catalyst types from USPTO. The task is: Predict which catalyst facilitates the given reaction. (1) Reactant: [Cl:1][C:2]1[C:3]([CH3:10])=[C:4]([O:8][CH3:9])[CH:5]=[CH:6][CH:7]=1.C(OOC(=O)C1C=CC=CC=1)(=O)C1C=CC=CC=1.[Br:29]N1C(=O)CCC1=O. Product: [Cl:1][C:2]1[CH:7]=[CH:6][CH:5]=[C:4]([O:8][CH3:9])[C:3]=1[CH2:10][Br:29]. The catalyst class is: 53. (2) Reactant: Cl[C:2]1[N:7]=[C:6]([C@@H:8]([NH:18][C:19](=[O:35])[CH2:20][N:21]2[C:25]3[C:26]([F:31])([F:30])[C@@H:27]4[CH2:29][C@@H:28]4[C:24]=3[C:23]([CH:32]([F:34])[F:33])=[N:22]2)[CH2:9][C:10]2[CH:15]=[C:14]([F:16])[CH:13]=[C:12]([F:17])[CH:11]=2)[C:5]([C:36]2[CH:37]=[CH:38][C:39]([Cl:51])=[C:40]3[C:44]=2[N:43]([CH3:45])[N:42]=[C:41]3[NH:46][S:47]([CH3:50])(=[O:49])=[O:48])=[CH:4][CH:3]=1.[C:52]([C:54]1[N:55]=[CH:56][N:57]([CH3:59])[CH:58]=1)#[CH:53].C(#N)C.FC(F)(F)C(O)=O. Product: [Cl:51][C:39]1[CH:38]=[CH:37][C:36]([C:5]2[C:6]([C@@H:8]([NH:18][C:19](=[O:35])[CH2:20][N:21]3[C:25]4[C:26]([F:30])([F:31])[C@@H:27]5[CH2:29][C@@H:28]5[C:24]=4[C:23]([CH:32]([F:34])[F:33])=[N:22]3)[CH2:9][C:10]3[CH:15]=[C:14]([F:16])[CH:13]=[C:12]([F:17])[CH:11]=3)=[N:7][C:2]([C:53]#[C:52][C:54]3[N:55]=[CH:56][N:57]([CH3:59])[CH:58]=3)=[CH:3][CH:4]=2)=[C:44]2[C:40]=1[C:41]([NH:46][S:47]([CH3:50])(=[O:49])=[O:48])=[N:42][N:43]2[CH3:45]. The catalyst class is: 6. (3) The catalyst class is: 497. Product: [NH2:14][CH2:13][CH2:12][CH2:11][N:10]1[C:6]2[CH:5]=[CH:4][N:3]=[C:2]([NH2:1])[C:7]=2[N:8]=[C:9]1[S:25][C:26]1[C:34]([I:35])=[CH:33][C:29]2[O:30][CH2:31][O:32][C:28]=2[CH:27]=1. Reactant: [NH2:1][C:2]1[C:7]2[N:8]=[C:9]([S:25][C:26]3[C:34]([I:35])=[CH:33][C:29]4[O:30][CH2:31][O:32][C:28]=4[CH:27]=3)[N:10]([CH2:11][CH2:12][CH2:13][N:14]3C(=O)C4C(=CC=CC=4)C3=O)[C:6]=2[CH:5]=[CH:4][N:3]=1.NCCN1C2C=CN=C(N)C=2N=C1SC1C(I)=CC2OCOC=2C=1.